From a dataset of Catalyst prediction with 721,799 reactions and 888 catalyst types from USPTO. Predict which catalyst facilitates the given reaction. (1) Reactant: C(OC(=O)[CH2:5][C:6]([NH:8][CH2:9][CH:10]([CH:16]([CH3:18])[CH3:17])[C:11]([O:13]CC)=O)=[O:7])C.C[O-].[Na+].C(Cl)Cl.CCO. Product: [CH:16]([CH:10]1[CH2:9][NH:8][C:6](=[O:7])[CH2:5][C:11]1=[O:13])([CH3:17])[CH3:18]. The catalyst class is: 224. (2) Reactant: [CH3:1][O:2][C:3]([C:5]1[S:9][C:8]([N:10]2[CH2:15][CH2:14][NH:13][CH2:12][CH2:11]2)=[N:7][CH:6]=1)=[O:4].[S:16]1[CH:20]=[CH:19][CH:18]=[C:17]1[S:21](Cl)(=[O:23])=[O:22].C(N(CC)CC)C.O. Product: [CH3:1][O:2][C:3]([C:5]1[S:9][C:8]([N:10]2[CH2:11][CH2:12][N:13]([S:21]([C:17]3[S:16][CH:20]=[CH:19][CH:18]=3)(=[O:23])=[O:22])[CH2:14][CH2:15]2)=[N:7][CH:6]=1)=[O:4]. The catalyst class is: 4. (3) Reactant: [F:1][C:2]1([F:12])[O:6][C:5]2[CH:7]=[CH:8][C:9]([NH2:11])=[CH:10][C:4]=2[O:3]1.C([O:20][CH2:21][CH3:22])(OCC)OCC.[N+:23]([CH2:26]C(OCC)=O)([O-])=O.[C:32](O)(=O)C. Product: [F:12][C:2]1([F:1])[O:6][C:5]2[CH:7]=[CH:8][C:9]([N:11]3[CH:32]=[C:22]([CH2:21][OH:20])[N:23]=[CH:26]3)=[CH:10][C:4]=2[O:3]1. The catalyst class is: 292.